Dataset: Reaction yield outcomes from USPTO patents with 853,638 reactions. Task: Predict the reaction yield, written as a fraction of the theoretical maximum amount of product (1.0 means a 100% yield; for example, 0.34 means a 34% yield). (1) The reactants are ClC1N=C(Cl)C(C(C)C)=C(O[C:13]2[CH:18]=[C:17]([CH3:19])[CH:16]=[C:15]([CH3:20])[CH:14]=2)N=1.[C:21]([O-:29])(=[O:28])[C:22]1[CH:27]=[CH:26][CH:25]=[CH:24][CH:23]=1.[Na+].[CH3:31]N(C=O)C. No catalyst specified. The product is [CH3:20][C:15]1[CH:16]=[C:17]([CH:18]=[C:13]([CH3:31])[CH:14]=1)[CH2:19][O:28][C:21](=[O:29])[C:22]1[CH:27]=[CH:26][CH:25]=[CH:24][CH:23]=1. The yield is 0.710. (2) The reactants are [N:1]1[N:2]([CH2:6][CH2:7][CH2:8][N:9]2C(=O)C3C(=CC=CC=3)C2=O)[N:3]=[CH:4][CH:5]=1.O.NN.CO. The catalyst is CO.O1CCCC1. The product is [N:1]1[N:2]([CH2:6][CH2:7][CH2:8][NH2:9])[N:3]=[CH:4][CH:5]=1. The yield is 0.196. (3) The reactants are [Br-].[CH3:2][C:3]1[CH:8]=[CH:7][C:6]([N+:9]2([CH2:15][C:16]3[CH:21]=[CH:20][CH:19]=[CH:18][CH:17]=3)[CH2:14][CH2:13][CH2:12][CH2:11][CH2:10]2)=[CH:5][CH:4]=1.[F:22][P-:23]([F:28])([F:27])([F:26])([F:25])[F:24].[K+]. The catalyst is O. The product is [F:22][P-:23]([F:28])([F:27])([F:26])([F:25])[F:24].[CH3:2][C:3]1[CH:4]=[CH:5][C:6]([N+:9]2([CH2:15][C:16]3[CH:17]=[CH:18][CH:19]=[CH:20][CH:21]=3)[CH2:10][CH2:11][CH2:12][CH2:13][CH2:14]2)=[CH:7][CH:8]=1. The yield is 0.950. (4) The reactants are [Cl:1][C:2]1[CH:7]=[CH:6][C:5]([N:8]=[C:9]=[O:10])=[CH:4][CH:3]=1.C(=O)([O-])[O-].[Na+].[Na+].CS(C)=O.[NH2:21][C:22]1([C:28](OC)=[O:29])[CH2:27][CH2:26][CH2:25][CH2:24][CH2:23]1. The catalyst is O. The product is [Cl:1][C:2]1[CH:7]=[CH:6][C:5]([N:8]2[C:28](=[O:29])[C:22]3([CH2:27][CH2:26][CH2:25][CH2:24][CH2:23]3)[NH:21][C:9]2=[O:10])=[CH:4][CH:3]=1. The yield is 0.550. (5) The reactants are [Br:1][C:2]1[CH:15]=[C:14]([S:16]([CH3:19])(=[O:18])=[O:17])[CH:13]=[C:12]([N+:20]([O-])=O)[C:3]=1[O:4][C:5]1([C:8](OC)=[O:9])[CH2:7][CH2:6]1. The catalyst is C(O)(=O)C.[Fe]. The product is [Br:1][C:2]1[C:3]2[O:4][C:5]3([CH2:7][CH2:6]3)[C:8](=[O:9])[NH:20][C:12]=2[CH:13]=[C:14]([S:16]([CH3:19])(=[O:18])=[O:17])[CH:15]=1. The yield is 0.900. (6) The reactants are [NH2:1][C:2]1[CH:3]=[C:4]([SH:8])[CH:5]=[CH:6][CH:7]=1.Cl[C:10]1[C:19]2[C:14](=[CH:15][C:16]([O:22][CH3:23])=[C:17]([O:20][CH3:21])[CH:18]=2)[N:13]=[CH:12][N:11]=1. No catalyst specified. The product is [CH3:21][O:20][C:17]1[CH:18]=[C:19]2[C:14](=[CH:15][C:16]=1[O:22][CH3:23])[N:13]=[CH:12][N:11]=[C:10]2[S:8][C:4]1[CH:3]=[C:2]([CH:7]=[CH:6][CH:5]=1)[NH2:1]. The yield is 1.00.